This data is from CYP3A4 inhibition data for predicting drug metabolism from PubChem BioAssay. The task is: Regression/Classification. Given a drug SMILES string, predict its absorption, distribution, metabolism, or excretion properties. Task type varies by dataset: regression for continuous measurements (e.g., permeability, clearance, half-life) or binary classification for categorical outcomes (e.g., BBB penetration, CYP inhibition). Dataset: cyp3a4_veith. (1) The drug is Nc1nc(-c2cccnc2)cc(-c2cc(-c3cccnc3)nc(N)n2)n1. The result is 0 (non-inhibitor). (2) The drug is C/C(O)=c1/ccc2cccc3nc(C)nc1c23. The result is 0 (non-inhibitor).